From a dataset of Full USPTO retrosynthesis dataset with 1.9M reactions from patents (1976-2016). Predict the reactants needed to synthesize the given product. (1) Given the product [Br:1][C:2]1[N:6]2[C:7](=[O:13])[CH:8]=[C:9]([CH2:11][N:17]([CH2:15][CH3:16])[C:18]3[CH:23]=[CH:22][C:21]([F:24])=[CH:20][CH:19]=3)[N:10]=[C:5]2[S:4][C:3]=1[CH3:14], predict the reactants needed to synthesize it. The reactants are: [Br:1][C:2]1[N:6]2[C:7](=[O:13])[CH:8]=[C:9]([CH2:11]Cl)[N:10]=[C:5]2[S:4][C:3]=1[CH3:14].[CH2:15]([NH:17][C:18]1[CH:23]=[CH:22][C:21]([F:24])=[CH:20][CH:19]=1)[CH3:16].C(=O)([O-])[O-].[K+].[K+].[I-].[Na+]. (2) Given the product [F:14][CH:2]([F:1])[O:3][C:4]1[N:9]=[C:8]2[S:10][C:11]([NH:13][C:20]([N:15]3[CH:19]=[CH:18][N:17]=[CH:16]3)=[S:21])=[N:12][C:7]2=[CH:6][CH:5]=1, predict the reactants needed to synthesize it. The reactants are: [F:1][CH:2]([F:14])[O:3][C:4]1[N:9]=[C:8]2[S:10][C:11]([NH2:13])=[N:12][C:7]2=[CH:6][CH:5]=1.[N:15]1([C:20](N2C=CN=C2)=[S:21])[CH:19]=[CH:18][N:17]=[CH:16]1. (3) Given the product [CH3:21][N:18]1[CH2:19][CH2:20][CH:15]([C:3]2[N:2]=[C:7]([O:8][CH:9]([CH3:10])[CH3:11])[C:6]([NH2:12])=[CH:5][CH:4]=2)[CH2:16][CH2:17]1, predict the reactants needed to synthesize it. The reactants are: C[N:2]1[CH:7]([O:8][CH:9]([CH3:11])[CH3:10])[C:6]([N+:12]([O-])=O)=[CH:5][CH:4]=[C:3]1[C:15]1[CH2:16][CH2:17][NH:18][CH2:19][CH:20]=1.[CH:21]([O-])=O.[NH4+]. (4) The reactants are: [Cl:1][C:2]1[C:11]([C:12]2[CH:17]=[CH:16][C:15]([C:18]3[CH:19]=[N:20][N:21]([CH3:23])[CH:22]=3)=[CH:14][CH:13]=2)=[C:10]2[C:5]([CH:6]=[CH:7][C:8]([C:24]#[N:25])=[N:9]2)=[CH:4][N:3]=1.C1CCC(P(C2C(C3C=CC=CC=3)=CC=CC=2)C2CCCCC2)CC1.[Li+].C[Si]([N-:56][Si](C)(C)C)(C)C. Given the product [Cl:1][C:2]1[C:11]([C:12]2[CH:13]=[CH:14][C:15]([C:18]3[CH:19]=[N:20][N:21]([CH3:23])[CH:22]=3)=[CH:16][CH:17]=2)=[C:10]2[C:5]([CH:6]=[CH:7][C:8]([C:24](=[NH:56])[NH2:25])=[N:9]2)=[CH:4][N:3]=1, predict the reactants needed to synthesize it. (5) Given the product [C:1]([O:5][C:6]([N:8]1[C:16]2[C:11](=[CH:12][CH:13]=[C:14]([Cl:17])[CH:15]=2)[CH:10]=[C:9]1[B:18]([OH:23])[OH:19])=[O:7])([CH3:4])([CH3:2])[CH3:3], predict the reactants needed to synthesize it. The reactants are: [C:1]([O:5][C:6]([N:8]1[C:16]2[C:11](=[CH:12][CH:13]=[C:14]([Cl:17])[CH:15]=2)[CH:10]=[CH:9]1)=[O:7])([CH3:4])([CH3:3])[CH3:2].[B:18](OC(C)C)([O:23]C(C)C)[O:19]C(C)C.C(NC(C)C)(C)C.[Li].Cl. (6) Given the product [ClH:33].[NH:8]1[CH2:11][CH:10]([C:12]2[CH:17]=[CH:16][C:15]([C:18]3[CH2:22][C:21]([C:27]4[CH:28]=[C:29]([Cl:34])[CH:30]=[C:31]([Cl:33])[CH:32]=4)([C:23]([F:24])([F:25])[F:26])[O:20][N:19]=3)=[CH:14][CH:13]=2)[CH2:9]1, predict the reactants needed to synthesize it. The reactants are: C(OC([N:8]1[CH2:11][CH:10]([C:12]2[CH:17]=[CH:16][C:15]([C:18]3[CH2:22][C:21]([C:27]4[CH:32]=[C:31]([Cl:33])[CH:30]=[C:29]([Cl:34])[CH:28]=4)([C:23]([F:26])([F:25])[F:24])[O:20][N:19]=3)=[CH:14][CH:13]=2)[CH2:9]1)=O)(C)(C)C.Cl. (7) The reactants are: C(O[C:4](=O)[C:5]([C:10]1[CH:28]=[CH:27][C:13]2[N:14]=[C:15]([NH:18][C:19]3[CH:24]=[CH:23][C:22]([F:25])=[CH:21][C:20]=3[CH3:26])[N:16]([CH3:17])[C:12]=2[C:11]=1[C:29]#[N:30])(C)[C:6](=O)[CH3:7])C.O.S(=O)(=O)(O)[OH:34].[OH-].[NH4+]. Given the product [F:25][C:22]1[CH:23]=[CH:24][C:19]([NH:18][C:15]2[N:16]([CH3:17])[C:12]3[C:11]4[C:29](=[O:34])[NH:30][C:6]([CH3:7])=[C:5]([CH3:4])[C:10]=4[CH:28]=[CH:27][C:13]=3[N:14]=2)=[C:20]([CH3:26])[CH:21]=1, predict the reactants needed to synthesize it. (8) The reactants are: Br[C:2]1[C:7]2=[CH:8][N:9]([C:11]3[C:16]([F:17])=[CH:15][CH:14]=[CH:13][C:12]=3[Cl:18])[N:10]=[C:6]2[C:5]([F:19])=[CH:4][N:3]=1.[NH2:20][C:21]1[CH:26]=[C:25]([CH3:27])[N:24]=[C:23]([CH3:28])[N:22]=1.CC1(C)C2C(=C(P(C3C=CC=CC=3)C3C=CC=CC=3)C=CC=2)OC2C(P(C3C=CC=CC=3)C3C=CC=CC=3)=CC=CC1=2.C(=O)([O-])[O-].[Cs+].[Cs+]. Given the product [ClH:18].[Cl:18][C:12]1[CH:13]=[CH:14][CH:15]=[C:16]([F:17])[C:11]=1[N:9]1[CH:8]=[C:7]2[C:2]([NH:20][C:21]3[CH:26]=[C:25]([CH3:27])[N:24]=[C:23]([CH3:28])[N:22]=3)=[N:3][CH:4]=[C:5]([F:19])[C:6]2=[N:10]1, predict the reactants needed to synthesize it.